This data is from Full USPTO retrosynthesis dataset with 1.9M reactions from patents (1976-2016). The task is: Predict the reactants needed to synthesize the given product. The reactants are: [CH:1]([S:4][C:5]1[CH:12]=[CH:11][C:10]([N+:13]([O-:15])=[O:14])=[CH:9][C:6]=1[CH:7]=O)([CH3:3])[CH3:2].[C:16]1([CH3:25])[CH:21]=[CH:20][C:19]([S@@:22]([NH2:24])=[O:23])=[CH:18][CH:17]=1. Given the product [CH:1]([S:4][C:5]1[CH:12]=[CH:11][C:10]([N+:13]([O-:15])=[O:14])=[CH:9][C:6]=1/[CH:7]=[N:24]/[S@:22]([C:19]1[CH:20]=[CH:21][C:16]([CH3:25])=[CH:17][CH:18]=1)=[O:23])([CH3:3])[CH3:2], predict the reactants needed to synthesize it.